Dataset: Catalyst prediction with 721,799 reactions and 888 catalyst types from USPTO. Task: Predict which catalyst facilitates the given reaction. (1) Reactant: [CH3:1][C:2]1[NH:3][C:4]([C:10]2[CH:15]=[CH:14][CH:13]=[CH:12][C:11]=2[N+:16]([O-:18])=[O:17])=[CH:5][C:6]=1[C:7](O)=[O:8].O[N:20]1C2C=CC=CC=2N=N1.Cl.C(N=C=NCCCN(C)C)C.[Cl-].[NH4+].C(N(CC)C(C)C)(C)C. Product: [CH3:1][C:2]1[NH:3][C:4]([C:10]2[CH:15]=[CH:14][CH:13]=[CH:12][C:11]=2[N+:16]([O-:18])=[O:17])=[CH:5][C:6]=1[C:7]([NH2:20])=[O:8]. The catalyst class is: 9. (2) Reactant: Cl[C:2]1[C:7]([Cl:8])=[CH:6][CH:5]=[CH:4][C:3]=1[N+:9]([O-:11])=[O:10].[Br:12][C:13]1[CH:14]=[C:15]([OH:20])[CH:16]=[C:17]([Cl:19])[CH:18]=1.C(=O)([O-])[O-].[K+].[K+].[Cl-].[NH4+]. Product: [Br:12][C:13]1[CH:14]=[C:15]([CH:16]=[C:17]([Cl:19])[CH:18]=1)[O:20][C:2]1[C:3]([N+:9]([O-:11])=[O:10])=[CH:4][CH:5]=[CH:6][C:7]=1[Cl:8]. The catalyst class is: 37. (3) Reactant: [CH2:1]([O:8][C:9]([CH3:13])([CH3:12])[CH2:10][OH:11])[C:2]1[CH:7]=[CH:6][CH:5]=[CH:4][CH:3]=1.C1C=C[NH+]=CC=1.[O-][Cr](Cl)(=O)=O. Product: [CH2:1]([O:8][C:9]([CH3:13])([CH3:12])[CH:10]=[O:11])[C:2]1[CH:7]=[CH:6][CH:5]=[CH:4][CH:3]=1. The catalyst class is: 4. (4) Reactant: [CH3:1][C:2]1([CH3:20])[O:6][C@@H:5]([C@@H:7]2[C@@H:11]3[O:12][C:13]([CH3:16])([CH3:15])[O:14][C@:10]3([CH2:17][OH:18])[C:9](=[O:19])[O:8]2)[CH2:4][O:3]1.[H-].[Na+].[CH2:23](Br)[C:24]1[CH:29]=[CH:28][CH:27]=[CH:26][CH:25]=1. Product: [CH2:23]([O:18][CH2:17][C@@:10]12[C:9](=[O:19])[O:8][C@H:7]([C@H:5]3[CH2:4][O:3][C:2]([CH3:20])([CH3:1])[O:6]3)[C@@H:11]1[O:12][C:13]([CH3:15])([CH3:16])[O:14]2)[C:24]1[CH:29]=[CH:28][CH:27]=[CH:26][CH:25]=1. The catalyst class is: 3.